This data is from CYP1A2 inhibition data for predicting drug metabolism from PubChem BioAssay. The task is: Regression/Classification. Given a drug SMILES string, predict its absorption, distribution, metabolism, or excretion properties. Task type varies by dataset: regression for continuous measurements (e.g., permeability, clearance, half-life) or binary classification for categorical outcomes (e.g., BBB penetration, CYP inhibition). Dataset: cyp1a2_veith. (1) The compound is Cc1cnc(CNc2ncnc3ccc(-c4ccc5c(c4)OCO5)cc23)cn1. The result is 1 (inhibitor). (2) The drug is COc1cc(C2/C(=C(/O)c3ccc(F)cc3)C(=O)C(=O)N2CCCC(=O)O)ccc1O. The result is 0 (non-inhibitor).